This data is from Catalyst prediction with 721,799 reactions and 888 catalyst types from USPTO. The task is: Predict which catalyst facilitates the given reaction. (1) Reactant: Br[Si](C)(C)C.[C:6]([C:9]1[C:17]2[C:12](=[CH:13][C:14]([P:18](=[O:25])([O:22]CC)[O:19]CC)=[CH:15][CH:16]=2)[N:11]([CH2:26][C:27]([N:29]2[CH2:33][C@H:32]([F:34])[CH2:31][C@H:30]2[C:35](=[O:46])[NH:36][CH2:37][C:38]2[CH:43]=[CH:42][CH:41]=[C:40]([Cl:44])[C:39]=2[F:45])=[O:28])[CH:10]=1)(=[O:8])[CH3:7]. Product: [C:6]([C:9]1[C:17]2[C:12](=[CH:13][C:14]([P:18](=[O:19])([OH:22])[OH:25])=[CH:15][CH:16]=2)[N:11]([CH2:26][C:27]([N:29]2[CH2:33][C@H:32]([F:34])[CH2:31][C@H:30]2[C:35](=[O:46])[NH:36][CH2:37][C:38]2[CH:43]=[CH:42][CH:41]=[C:40]([Cl:44])[C:39]=2[F:45])=[O:28])[CH:10]=1)(=[O:8])[CH3:7]. The catalyst class is: 4. (2) Reactant: Cl[C:2]1[C:3]2[CH:11]=[C:10]([CH:12]3[CH2:17][CH2:16][C:15]([CH3:19])([CH3:18])[CH2:14][CH2:13]3)[S:9][C:4]=2[N:5]=[C:6]([CH3:8])[N:7]=1.CS(O[Na])=O.[C-:25]#[N:26].[K+]. Product: [CH3:18][C:15]1([CH3:19])[CH2:16][CH2:17][CH:12]([C:10]2[S:9][C:4]3[N:5]=[C:6]([CH3:8])[N:7]=[C:2]([C:25]#[N:26])[C:3]=3[CH:11]=2)[CH2:13][CH2:14]1. The catalyst class is: 3.